Dataset: Reaction yield outcomes from USPTO patents with 853,638 reactions. Task: Predict the reaction yield, written as a fraction of the theoretical maximum amount of product (1.0 means a 100% yield; for example, 0.34 means a 34% yield). (1) The reactants are [Br:1][C:2]1[CH:7]=[CH:6][C:5]([SH:8])=[C:4]([O:9][CH3:10])[CH:3]=1.[C:11](=O)([O-])[O-].[K+].[K+].IC.O. The catalyst is CN(C=O)C. The product is [Br:1][C:2]1[CH:7]=[CH:6][C:5]([S:8][CH3:11])=[C:4]([O:9][CH3:10])[CH:3]=1. The yield is 0.720. (2) The reactants are [C:1]([O:4][C@H:5]1[C@H:10]([O:11][C:12](=[O:14])[CH3:13])[C@@H:9]([O:15][C:16](=[O:18])[CH3:17])[C@H:8]([C:19]2[S:20][C:21]([CH2:26][C:27]3[CH:32]=[CH:31][C:30]([CH2:33][CH3:34])=[CH:29][CH:28]=3)=[C:22]([CH3:25])[C:23]=2Br)[O:7][C@@H:6]1[CH2:35][O:36][C:37](=[O:39])[CH3:38])(=[O:3])[CH3:2].[CH3:40]B1OB(C)OB(C)O1.F[B-](F)(F)F.C1(P(C2CCCCC2)C2CCCCC2)CCCCC1.[O-]P([O-])([O-])=O.[K+].[K+].[K+]. The catalyst is C1(C)C=CC=CC=1.O.CC([O-])=O.CC([O-])=O.[Pd+2]. The product is [C:1]([O:4][C@H:5]1[C@H:10]([O:11][C:12](=[O:14])[CH3:13])[C@@H:9]([O:15][C:16](=[O:18])[CH3:17])[C@H:8]([C:19]2[S:20][C:21]([CH2:26][C:27]3[CH:32]=[CH:31][C:30]([CH2:33][CH3:34])=[CH:29][CH:28]=3)=[C:22]([CH3:25])[C:23]=2[CH3:40])[O:7][C@@H:6]1[CH2:35][O:36][C:37](=[O:39])[CH3:38])(=[O:3])[CH3:2]. The yield is 0.700. (3) The product is [Br:1][C:2]1[C:7]([CH3:8])=[CH:6][C:5]([O:9][CH3:11])=[CH:4][C:3]=1[CH3:10]. The reactants are [Br:1][C:2]1[C:7]([CH3:8])=[CH:6][C:5]([OH:9])=[CH:4][C:3]=1[CH3:10].[CH3:11]I. The yield is 0.940. The catalyst is CC(C)=O. (4) The reactants are C([O:5][NH:6][C:7]([C:9]1[C:14]([NH:15][C:16]2[CH:21]=[CH:20][C:19]([Br:22])=[CH:18][C:17]=2[F:23])=[C:13]([F:24])[C:12](=[O:25])[N:11]([CH3:26])[CH:10]=1)=[O:8])(C)(C)C.C(O)(C(F)(F)F)=O. No catalyst specified. The product is [OH:5][NH:6][C:7]([C:9]1[C:14]([NH:15][C:16]2[CH:21]=[CH:20][C:19]([Br:22])=[CH:18][C:17]=2[F:23])=[C:13]([F:24])[C:12](=[O:25])[N:11]([CH3:26])[CH:10]=1)=[O:8]. The yield is 0.330. (5) The reactants are [Br:1][C:2]1[C:3]([N:20]2[CH2:25][CH2:24][CH2:23][C@@H:22]([NH:26][C:27](=[O:33])[O:28][C:29]([CH3:32])([CH3:31])[CH3:30])[CH2:21]2)=[C:4]2[C:10]([NH:11][C:12](=[O:19])[C:13]3[CH:18]=[CH:17][CH:16]=[N:15][CH:14]=3)=[CH:9][NH:8][C:5]2=[N:6][CH:7]=1.[CH3:34][C:35]([O:38][C:39](O[C:39]([O:38][C:35]([CH3:37])([CH3:36])[CH3:34])=[O:40])=[O:40])([CH3:37])[CH3:36].C(N(CC)CC)C.O. The catalyst is C(Cl)Cl.CN(C1C=CN=CC=1)C. The product is [Br:1][C:2]1[C:3]([N:20]2[CH2:25][CH2:24][CH2:23][C@@H:22]([NH:26][C:27]([O:28][C:29]([CH3:30])([CH3:32])[CH3:31])=[O:33])[CH2:21]2)=[C:4]2[C:10]([NH:11][C:12](=[O:19])[C:13]3[CH:18]=[CH:17][CH:16]=[N:15][CH:14]=3)=[CH:9][N:8]([C:39]([O:38][C:35]([CH3:37])([CH3:36])[CH3:34])=[O:40])[C:5]2=[N:6][CH:7]=1. The yield is 0.850. (6) The reactants are [N+:1]([C:4]1[CH:5]=[C:6]([S:10]([O-:12])=[O:11])[CH:7]=[CH:8][CH:9]=1)([O-:3])=[O:2].[Na+].Br[C:15]1[CH:23]=[CH:22][C:21]2[N:20]([CH3:24])[C:19]3[CH2:25][CH:26]4[NH:30][CH:29]([C:18]=3[C:17]=2[C:16]=1[C:31]([O:33][C:34]([CH3:37])([CH3:36])[CH3:35])=[O:32])[CH2:28][CH2:27]4. No catalyst specified. The product is [N+:1]([C:4]1[CH:5]=[C:6]([S:10]([C:15]2[CH:23]=[CH:22][C:21]3[N:20]([CH3:24])[C:19]4[CH2:25][CH:26]5[NH:30][CH:29]([C:18]=4[C:17]=3[C:16]=2[C:31]([O:33][C:34]([CH3:37])([CH3:36])[CH3:35])=[O:32])[CH2:28][CH2:27]5)(=[O:12])=[O:11])[CH:7]=[CH:8][CH:9]=1)([O-:3])=[O:2]. The yield is 0.130. (7) The reactants are [Cl:1][C:2]1[C:7]2[N:8]=[C:9]([NH2:11])[S:10][C:6]=2[CH:5]=[CH:4][CH:3]=1.[C:12](N1C=CN=C1)([N:14]1[CH:18]=[CH:17][N:16]=[CH:15]1)=[S:13]. The catalyst is C(#N)C. The product is [Cl:1][C:2]1[C:7]2[N:8]=[C:9]([NH:11][C:12]([N:14]3[CH:18]=[CH:17][N:16]=[CH:15]3)=[S:13])[S:10][C:6]=2[CH:5]=[CH:4][CH:3]=1. The yield is 0.185. (8) The product is [C:1]([O:5][C:6]([N:8]1[CH2:12][CH2:11][CH2:10][C@H:9]1[CH2:13][N:14]1[C:18]2[N:19]=[CH:20][N:21]=[C:22]([NH2:23])[C:17]=2[C:16]([C:35]2[CH:36]=[CH:37][C:32]([O:25][C:26]3[CH:31]=[CH:30][CH:29]=[CH:28][CH:27]=3)=[CH:33][CH:34]=2)=[CH:15]1)=[O:7])([CH3:4])([CH3:3])[CH3:2]. The reactants are [C:1]([O:5][C:6]([N:8]1[CH2:12][CH2:11][CH2:10][C@H:9]1[CH2:13][N:14]1[C:18]2[N:19]=[CH:20][N:21]=[C:22]([NH2:23])[C:17]=2[C:16](I)=[CH:15]1)=[O:7])([CH3:4])([CH3:3])[CH3:2].[O:25]([C:32]1[CH:37]=[CH:36][C:35](B(O)O)=[CH:34][CH:33]=1)[C:26]1[CH:31]=[CH:30][CH:29]=[CH:28][CH:27]=1.C([O-])([O-])=O.[Na+].[Na+]. The yield is 0.910. The catalyst is O1CCOCC1.O.C1C=CC([P]([Pd]([P](C2C=CC=CC=2)(C2C=CC=CC=2)C2C=CC=CC=2)([P](C2C=CC=CC=2)(C2C=CC=CC=2)C2C=CC=CC=2)[P](C2C=CC=CC=2)(C2C=CC=CC=2)C2C=CC=CC=2)(C2C=CC=CC=2)C2C=CC=CC=2)=CC=1.